This data is from Reaction yield outcomes from USPTO patents with 853,638 reactions. The task is: Predict the reaction yield, written as a fraction of the theoretical maximum amount of product (1.0 means a 100% yield; for example, 0.34 means a 34% yield). (1) The reactants are [CH3:1][O:2][C:3]1[CH:4]=[C:5]2[C:10](=[CH:11][C:12]=1[O:13][CH3:14])[N:9]=[CH:8][CH:7]=[C:6]2[O:15][C:16]1[C:22]([CH3:23])=[CH:21][C:19]([NH2:20])=[C:18]([CH3:24])[CH:17]=1.Cl[C:26](Cl)([O:28][C:29](=[O:35])OC(Cl)(Cl)Cl)Cl.OC1[CH:45]=[CH:44][C:41]([C:42]#[N:43])=[CH:40][CH:39]=1.C(=O)(O)[O-].[Na+]. The catalyst is C(Cl)Cl.C(N(CC)CC)C.C1(C)C=CC=CC=1. The product is [CH3:1][O:2][C:3]1[CH:4]=[C:5]2[C:10](=[CH:11][C:12]=1[O:13][CH3:14])[N:9]=[CH:8][CH:7]=[C:6]2[O:15][C:16]1[C:22]([CH3:23])=[CH:21][C:19]([NH:20][C:29](=[O:35])[O:28][C:26]2[CH:45]=[CH:44][C:41]([C:42]#[N:43])=[CH:40][CH:39]=2)=[C:18]([CH3:24])[CH:17]=1. The yield is 0.530. (2) The reactants are [C:1]([CH:6]=P(C1C=CC=CC=1)(C1C=CC=CC=1)C1C=CC=CC=1)([O:3][CH2:4][CH3:5])=[O:2].[CH2:26]([O:28][CH2:29][C:30]1[N:31]([CH2:65][C:66]([OH:69])([CH3:68])[CH3:67])[C:32]2[C:41]3[CH:40]=[CH:39][C:38]([CH:42]=O)=[CH:37][C:36]=3[N:35]=[C:34]([NH:44][C:45]([C:58]3[CH:63]=[CH:62][CH:61]=[CH:60][CH:59]=3)([C:52]3[CH:57]=[CH:56][CH:55]=[CH:54][CH:53]=3)[C:46]3[CH:51]=[CH:50][CH:49]=[CH:48][CH:47]=3)[C:33]=2[N:64]=1)[CH3:27]. The catalyst is ClCCl. The product is [CH2:26]([O:28][CH2:29][C:30]1[N:31]([CH2:65][C:66]([OH:69])([CH3:68])[CH3:67])[C:32]2[C:41]3[CH:40]=[CH:39][C:38](/[CH:42]=[CH:6]/[C:1]([O:3][CH2:4][CH3:5])=[O:2])=[CH:37][C:36]=3[N:35]=[C:34]([NH:44][C:45]([C:58]3[CH:59]=[CH:60][CH:61]=[CH:62][CH:63]=3)([C:52]3[CH:57]=[CH:56][CH:55]=[CH:54][CH:53]=3)[C:46]3[CH:47]=[CH:48][CH:49]=[CH:50][CH:51]=3)[C:33]=2[N:64]=1)[CH3:27]. The yield is 0.750. (3) The reactants are C([O:3][C:4]([CH:6]1[C:14]2[N:13]=[CH:12][N:11]([C:15]([C:28]3[CH:33]=[CH:32][CH:31]=[CH:30][CH:29]=3)([C:22]3[CH:27]=[CH:26][CH:25]=[CH:24][CH:23]=3)[C:16]3[CH:21]=[CH:20][CH:19]=[CH:18][CH:17]=3)[C:10]=2[CH2:9][CH2:8][CH2:7]1)=O)C.[H-].[Al+3].[Li+].[H-].[H-].[H-].[OH-].[Na+].Cl. The catalyst is C1COCC1.O. The product is [OH:3][CH2:4][CH:6]1[C:14]2[N:13]=[CH:12][N:11]([C:15]([C:16]3[CH:21]=[CH:20][CH:19]=[CH:18][CH:17]=3)([C:28]3[CH:29]=[CH:30][CH:31]=[CH:32][CH:33]=3)[C:22]3[CH:27]=[CH:26][CH:25]=[CH:24][CH:23]=3)[C:10]=2[CH2:9][CH2:8][CH2:7]1. The yield is 0.550. (4) The reactants are [CH3:1][N:2]1[C:6]([C:7]2[CH:8]=[C:9]([C:15]([OH:17])=O)[S:10][C:11]=2[CH2:12][CH2:13][CH3:14])=[C:5]([CH3:18])[CH:4]=[N:3]1.[NH2:19][C@@H:20]([CH2:33][C:34]1[CH:39]=[CH:38][CH:37]=[CH:36][C:35]=1[C:40]([F:43])([F:42])[F:41])[CH2:21][N:22]1[C:30](=[O:31])[C:29]2[C:24](=[CH:25][CH:26]=[CH:27][CH:28]=2)[C:23]1=[O:32].C(N(C(C)C)CC)(C)C.F[P-](F)(F)(F)(F)F.Br[P+](N1CCCC1)(N1CCCC1)N1CCCC1. The catalyst is C(Cl)Cl. The product is [CH3:1][N:2]1[C:6]([C:7]2[CH:8]=[C:9]([C:15]([NH:19][C@@H:20]([CH2:33][C:34]3[CH:39]=[CH:38][CH:37]=[CH:36][C:35]=3[C:40]([F:43])([F:41])[F:42])[CH2:21][N:22]3[C:30](=[O:31])[C:29]4[C:24](=[CH:25][CH:26]=[CH:27][CH:28]=4)[C:23]3=[O:32])=[O:17])[S:10][C:11]=2[CH2:12][CH2:13][CH3:14])=[C:5]([CH3:18])[CH:4]=[N:3]1. The yield is 0.600.